The task is: Predict the reactants needed to synthesize the given product.. This data is from Full USPTO retrosynthesis dataset with 1.9M reactions from patents (1976-2016). (1) Given the product [CH2:9]([O:11][C:12]1[CH:13]=[C:14]([C:21]2[C@@H:30]3[C@@H:25]([CH2:26][CH:27]=[CH:28][CH2:29]3)[C:24](=[O:31])[N:23]([CH:32]3[CH2:33][CH2:34][N:35]([C:5](=[O:6])[CH2:4][CH2:3][CH2:2][C:1]([OH:7])=[O:8])[CH2:36][CH2:37]3)[N:22]=2)[CH:15]=[CH:16][C:17]=1[O:18][CH2:19][CH3:20])[CH3:10], predict the reactants needed to synthesize it. The reactants are: [C:1]1(=[O:8])[O:7][C:5](=[O:6])[CH2:4][CH2:3][CH2:2]1.[CH2:9]([O:11][C:12]1[CH:13]=[C:14]([C:21]2[C@@H:30]3[C@@H:25]([CH2:26][CH:27]=[CH:28][CH2:29]3)[C:24](=[O:31])[N:23]([CH:32]3[CH2:37][CH2:36][N:35](S(C4C=CC(C)=CC=4)(=O)=O)[CH2:34][CH2:33]3)[N:22]=2)[CH:15]=[CH:16][C:17]=1[O:18][CH2:19][CH3:20])[CH3:10]. (2) Given the product [C:17]([O:20][C:21]([N:9]1[C:8]([C:5]2[CH:4]=[CH:3][C:2]([F:1])=[CH:7][CH:6]=2)=[C:12]([C:13]([OH:15])=[O:14])[CH:11]=[N:10]1)=[O:22])([CH3:19])([CH3:18])[CH3:16], predict the reactants needed to synthesize it. The reactants are: [F:1][C:2]1[CH:7]=[CH:6][C:5]([C:8]2[C:12]([C:13]([OH:15])=[O:14])=[CH:11][NH:10][N:9]=2)=[CH:4][CH:3]=1.[CH3:16][C:17]([O:20][C:21](O[C:21]([O:20][C:17]([CH3:19])([CH3:18])[CH3:16])=[O:22])=[O:22])([CH3:19])[CH3:18].C(OCC)(=O)C.Cl. (3) Given the product [Cl:20][C:21]1[CH:22]=[C:23]2[C:28](=[CH:29][CH:30]=1)[CH:27]=[C:26]([S:31]([CH2:34][CH2:35][CH2:36][N:16]1[C:13]3([CH2:12][CH2:11][N:10]([C:8]4[CH:7]=[CH:6][N:5]=[C:4]([CH3:3])[CH:9]=4)[CH2:19][CH2:18]3)[CH2:14][C:15]1=[O:17])(=[O:33])=[O:32])[CH:25]=[CH:24]2, predict the reactants needed to synthesize it. The reactants are: [OH-].[K+].[CH3:3][C:4]1[CH:9]=[C:8]([N:10]2[CH2:19][CH2:18][C:13]3([NH:16][C:15](=[O:17])[CH2:14]3)[CH2:12][CH2:11]2)[CH:7]=[CH:6][N:5]=1.[Cl:20][C:21]1[CH:22]=[C:23]2[C:28](=[CH:29][CH:30]=1)[CH:27]=[C:26]([S:31]([CH2:34][CH2:35][CH2:36]Cl)(=[O:33])=[O:32])[CH:25]=[CH:24]2. (4) The reactants are: OC1C=C(C=CC=1OC)C(OC)=O.ClC1C=C(CCO)C=CC=1.[CH3:24][O:25][C:26](=[O:45])[C:27]1[CH:32]=[CH:31][C:30]([O:33][CH3:34])=[C:29]([O:35][CH2:36][CH2:37][C:38]2[CH:43]=[CH:42][CH:41]=[C:40]([Cl:44])[CH:39]=2)[CH:28]=1.C([O-])(=O)C.[Na+].[Br:51]Br. Given the product [CH3:24][O:25][C:26](=[O:45])[C:27]1[CH:28]=[C:29]([O:35][CH2:36][CH2:37][C:38]2[CH:43]=[CH:42][CH:41]=[C:40]([Cl:44])[CH:39]=2)[C:30]([O:33][CH3:34])=[CH:31][C:32]=1[Br:51], predict the reactants needed to synthesize it. (5) Given the product [PH:14](=[O:21])([O:15][CH2:16][C:17]1[CH:24]=[CH:25][CH:26]=[CH:27][CH:28]=1)[O:18][CH2:19][C:20]1[CH:28]=[CH:27][CH:26]=[CH:25][CH:24]=1, predict the reactants needed to synthesize it. The reactants are: [O-]S(C(F)(F)F)(=O)=O.NCC([P:14](=[O:21])([O:18][CH2:19][CH3:20])[O:15][CH2:16][CH3:17])(C)C.N1[C:27]([CH3:28])=[CH:26][CH:25]=[CH:24]C=1C.C(=O)([O-])[O-].[Cs+].[Cs+]. (6) Given the product [Cl:20][C:12]1[CH:13]=[C:14]([C:15]#[N:16])[CH:17]=[C:18]([Cl:19])[C:11]=1[C:9]1[NH:8][C:7]2[C:2]([NH:26][C:24]([CH:21]3[CH2:23][CH2:22]3)=[O:25])=[N:3][CH:4]=[CH:5][C:6]=2[N:10]=1, predict the reactants needed to synthesize it. The reactants are: Br[C:2]1[C:7]2[N:8]=[C:9]([C:11]3[C:18]([Cl:19])=[CH:17][C:14]([C:15]#[N:16])=[CH:13][C:12]=3[Cl:20])[NH:10][C:6]=2[CH:5]=[CH:4][N:3]=1.[CH:21]1([C:24]([NH2:26])=[O:25])[CH2:23][CH2:22]1.CC1(C)C2C(=C(P(C3C=CC=CC=3)C3C=CC=CC=3)C=CC=2)OC2C(P(C3C=CC=CC=3)C3C=CC=CC=3)=CC=CC1=2.C([O-])([O-])=O.[Cs+].[Cs+].